Regression. Given two drug SMILES strings and cell line genomic features, predict the synergy score measuring deviation from expected non-interaction effect. From a dataset of NCI-60 drug combinations with 297,098 pairs across 59 cell lines. (1) Drug 1: CC1C(C(=O)NC(C(=O)N2CCCC2C(=O)N(CC(=O)N(C(C(=O)O1)C(C)C)C)C)C(C)C)NC(=O)C3=C4C(=C(C=C3)C)OC5=C(C(=O)C(=C(C5=N4)C(=O)NC6C(OC(=O)C(N(C(=O)CN(C(=O)C7CCCN7C(=O)C(NC6=O)C(C)C)C)C)C(C)C)C)N)C. Drug 2: C1CC(=O)NC(=O)C1N2C(=O)C3=CC=CC=C3C2=O. Cell line: TK-10. Synergy scores: CSS=4.57, Synergy_ZIP=-2.11, Synergy_Bliss=-0.538, Synergy_Loewe=-5.89, Synergy_HSA=-0.175. (2) Drug 1: CC(C)NC(=O)C1=CC=C(C=C1)CNNC.Cl. Drug 2: CCC1(C2=C(COC1=O)C(=O)N3CC4=CC5=C(C=CC(=C5CN(C)C)O)N=C4C3=C2)O.Cl. Cell line: NCI/ADR-RES. Synergy scores: CSS=-0.290, Synergy_ZIP=-5.35, Synergy_Bliss=-13.3, Synergy_Loewe=-28.2, Synergy_HSA=-12.3. (3) Drug 1: C1=CC(=CC=C1CCC2=CNC3=C2C(=O)NC(=N3)N)C(=O)NC(CCC(=O)O)C(=O)O. Drug 2: CCCCCOC(=O)NC1=NC(=O)N(C=C1F)C2C(C(C(O2)C)O)O. Cell line: NCI-H460. Synergy scores: CSS=40.2, Synergy_ZIP=-0.762, Synergy_Bliss=-2.36, Synergy_Loewe=-4.41, Synergy_HSA=-1.11.